Dataset: Catalyst prediction with 721,799 reactions and 888 catalyst types from USPTO. Task: Predict which catalyst facilitates the given reaction. (1) Reactant: [CH:1]1([NH:4][C:5]2[CH:10]=[CH:9][CH:8]=[C:7]([O:11][CH3:12])[CH:6]=2)[CH2:3][CH2:2]1.[OH-].[K+].[Cl:15][CH2:16][C:17](Cl)=[O:18]. Product: [Cl:15][CH2:16][C:17]([N:4]([CH:1]1[CH2:3][CH2:2]1)[C:5]1[CH:10]=[CH:9][CH:8]=[C:7]([O:11][CH3:12])[CH:6]=1)=[O:18]. The catalyst class is: 25. (2) Reactant: [CH3:1][O:2][C:3](=[O:27])[C@@H:4]([NH:16][C:17]([O:19][CH2:20][C:21]1[CH:26]=[CH:25][CH:24]=[CH:23][CH:22]=1)=[O:18])[CH2:5][C:6](=[O:15])[CH2:7]C(OC(C)(C)C)=O.O.C1(C)C=CC(S(O)(=O)=O)=CC=1. Product: [CH3:1][O:2][C:3](=[O:27])[C@@H:4]([NH:16][C:17]([O:19][CH2:20][C:21]1[CH:22]=[CH:23][CH:24]=[CH:25][CH:26]=1)=[O:18])[CH2:5][C:6](=[O:15])[CH3:7]. The catalyst class is: 11. (3) Reactant: [C:1]([O:5][C:6](=[O:27])[N:7]([CH2:9][C:10]1[CH:15]=[C:14]([CH:16]=[O:17])[CH:13]=[CH:12][C:11]=1[O:18][C:19]1[CH:24]=[CH:23][C:22]([Cl:25])=[C:21]([Cl:26])[CH:20]=1)[CH3:8])([CH3:4])([CH3:3])[CH3:2].[BH4-].[Na+].[OH-].[Na+]. Product: [C:1]([O:5][C:6](=[O:27])[N:7]([CH2:9][C:10]1[CH:15]=[C:14]([CH2:16][OH:17])[CH:13]=[CH:12][C:11]=1[O:18][C:19]1[CH:24]=[CH:23][C:22]([Cl:25])=[C:21]([Cl:26])[CH:20]=1)[CH3:8])([CH3:4])([CH3:2])[CH3:3]. The catalyst class is: 5. (4) Reactant: [NH:1]([C:14]([O:16][C:17]([CH3:20])([CH3:19])[CH3:18])=[O:15])[C@H:2]([C:11]([OH:13])=[O:12])[CH2:3][C:4]1[CH:9]=[CH:8][C:7]([OH:10])=[CH:6][CH:5]=1.ONC(=O)CCC(N)=O.[CH2:30]1[CH2:35][CH2:34][C:33]([CH2:40][NH2:41])([CH2:36][C:37]([OH:39])=[O:38])[CH2:32][CH2:31]1.[OH-].[Na+]. Product: [NH:1]([C:14]([O:16][C:17]([CH3:20])([CH3:19])[CH3:18])=[O:15])[C@H:2]([C:11]([OH:13])=[O:12])[CH2:3][C:4]1[CH:5]=[CH:6][C:7]([OH:10])=[CH:8][CH:9]=1.[CH2:30]1[CH2:31][CH2:32][C:33]([CH2:40][NH2:41])([CH2:36][C:37]([OH:39])=[O:38])[CH2:34][CH2:35]1. The catalyst class is: 10. (5) Reactant: [CH3:1][O:2][C:3]1[CH:4]=[C:5]2[C:10](=[CH:11][C:12]=1[O:13][CH3:14])[N:9]=[CH:8][CH:7]=[C:6]2[O:15][C:16]1[CH:22]=[CH:21][C:19]([NH2:20])=[CH:18][CH:17]=1.C1(C)C=CC=CC=1.C(N(CC)CC)C.Cl[C:38](Cl)([O:40][C:41](=[O:47])OC(Cl)(Cl)Cl)Cl.[CH3:49][C:50]1[CH:55]=[CH:54][C:53]([CH3:56])=[CH:52][C:51]=1[S:57][CH:58](C)[CH2:59]O. Product: [CH3:1][O:2][C:3]1[CH:4]=[C:5]2[C:10](=[CH:11][C:12]=1[O:13][CH3:14])[N:9]=[CH:8][CH:7]=[C:6]2[O:15][C:16]1[CH:22]=[CH:21][C:19]([NH:20][C:41](=[O:47])[O:40][CH2:38][CH2:59][CH2:58][S:57][C:51]2[CH:52]=[C:53]([CH3:56])[CH:54]=[CH:55][C:50]=2[CH3:49])=[CH:18][CH:17]=1. The catalyst class is: 2.